From a dataset of Full USPTO retrosynthesis dataset with 1.9M reactions from patents (1976-2016). Predict the reactants needed to synthesize the given product. Given the product [CH3:34][N:31]1[C:32](=[O:33])[C:27]2[CH:26]=[C:25]([C:17]3[CH:16]=[C:15]([S:12]([N:9]4[CH2:10][CH2:11][NH:6][CH2:7][CH2:8]4)(=[O:14])=[O:13])[CH:20]=[CH:19][C:18]=3[O:21][CH2:22][CH2:23][CH3:24])[NH:39][C:28]=2[N:29]([CH2:36][CH2:37][CH3:38])[C:30]1=[O:35], predict the reactants needed to synthesize it. The reactants are: C(OC([N:6]1[CH2:11][CH2:10][N:9]([S:12]([C:15]2[CH:20]=[CH:19][C:18]([O:21][CH2:22][CH2:23][CH3:24])=[C:17]([C:25]3[NH:39][C:28]4[N:29]([CH2:36][CH2:37][CH3:38])[C:30](=[O:35])[N:31]([CH3:34])[C:32](=[O:33])[C:27]=4[CH:26]=3)[CH:16]=2)(=[O:14])=[O:13])[CH2:8][CH2:7]1)=O)C.[OH-].[K+].